This data is from Full USPTO retrosynthesis dataset with 1.9M reactions from patents (1976-2016). The task is: Predict the reactants needed to synthesize the given product. (1) Given the product [Cl:1][C:2]1[CH:3]=[C:4]([CH:18]=[C:19]([C:23]#[N:24])[C:20]=1[OH:21])[C:5]([N:7]1[C:11]2[CH:12]=[CH:13][CH:14]=[CH:15][C:10]=2[S:9](=[O:16])(=[O:17])[CH2:8]1)=[O:6], predict the reactants needed to synthesize it. The reactants are: [Cl:1][C:2]1[CH:3]=[C:4]([CH:18]=[C:19]([C:23]#[N:24])[C:20]=1[O:21]C)[C:5]([N:7]1[C:11]2[CH:12]=[CH:13][CH:14]=[CH:15][C:10]=2[S:9](=[O:17])(=[O:16])[CH2:8]1)=[O:6].[Cl-].[Li+].Cl. (2) Given the product [Cl:1][C:2]1[CH:3]=[C:4]([N:13]([CH3:23])[C:14]([CH:16]2[CH2:17][CH2:18][CH2:19][CH2:20]2)=[O:15])[C:5]([CH3:12])=[C:6]([CH:11]=1)[C:7]([O:9][CH3:10])=[O:8], predict the reactants needed to synthesize it. The reactants are: [Cl:1][C:2]1[CH:3]=[C:4]([NH:13][C:14]([CH:16]2[CH2:20][CH2:19][CH2:18][CH2:17]2)=[O:15])[C:5]([CH3:12])=[C:6]([CH:11]=1)[C:7]([O:9][CH3:10])=[O:8].[H-].[Na+].[CH3:23]I. (3) Given the product [CH2:26]([CH:25]([NH:24][C:2]1[N:7]2[N:8]=[C:9]([NH:11][C:12](=[O:19])[C:13]3[CH:18]=[CH:17][CH:16]=[N:15][CH:14]=3)[N:10]=[C:6]2[CH:5]=[C:4]([C:20]([F:23])([F:22])[F:21])[CH:3]=1)[CH2:28][CH3:29])[CH3:27], predict the reactants needed to synthesize it. The reactants are: Cl[C:2]1[N:7]2[N:8]=[C:9]([NH:11][C:12](=[O:19])[C:13]3[CH:18]=[CH:17][CH:16]=[N:15][CH:14]=3)[N:10]=[C:6]2[CH:5]=[C:4]([C:20]([F:23])([F:22])[F:21])[CH:3]=1.[NH2:24][CH:25]([CH2:28][CH3:29])[CH2:26][CH3:27]. (4) The reactants are: [CH2:1]([N:3]([CH:28]1[CH2:33][CH2:32][O:31][CH2:30][CH2:29]1)[C:4]1[C:19]2[CH2:18][CH:17]=[CH:16][CH2:15][CH2:14][C:13]3[CH:20]=[C:21]([CH3:26])[N:22]=[C:23]([O:24][CH3:25])[C:12]=3[CH2:11][NH:10][C:9](=[O:27])[C:8]=2[CH:7]=[CH:6][CH:5]=1)[CH3:2].[H-].[Na+].[CH3:36]I. Given the product [CH2:1]([N:3]([CH:28]1[CH2:29][CH2:30][O:31][CH2:32][CH2:33]1)[C:4]1[C:19]2[CH2:18][CH:17]=[CH:16][CH2:15][CH2:14][C:13]3[CH:20]=[C:21]([CH3:26])[N:22]=[C:23]([O:24][CH3:25])[C:12]=3[CH2:11][N:10]([CH3:36])[C:9](=[O:27])[C:8]=2[CH:7]=[CH:6][CH:5]=1)[CH3:2], predict the reactants needed to synthesize it.